From a dataset of Full USPTO retrosynthesis dataset with 1.9M reactions from patents (1976-2016). Predict the reactants needed to synthesize the given product. (1) The reactants are: C([N:3](CC)CC)C.[NH2:8][C:9]1[N:10]=[CH:11][C:12]([C:24]2[CH:32]=[CH:31][C:27]([C:28](O)=[O:29])=[CH:26][CH:25]=2)=[N:13][C:14]=1[C:15]([NH:17][C:18]1[CH:19]=[N:20][CH:21]=[CH:22][CH:23]=1)=[O:16].F[P-](F)(F)(F)(F)F.N1(OC(N(C)C)=[N+](C)C)C2C=CC=CC=2N=N1.N. Given the product [NH2:8][C:9]1[C:14]([C:15]([NH:17][C:18]2[CH:19]=[N:20][CH:21]=[CH:22][CH:23]=2)=[O:16])=[N:13][C:12]([C:24]2[CH:32]=[CH:31][C:27]([C:28]([NH2:3])=[O:29])=[CH:26][CH:25]=2)=[CH:11][N:10]=1, predict the reactants needed to synthesize it. (2) Given the product [N:4]1[CH:3]=[C:2]([C:31]2[CH:30]=[C:29]([C:33]3[C:34]([C:39]#[N:40])=[CH:35][CH:36]=[CH:37][CH:38]=3)[CH:28]=[CH:27][CH:32]=2)[N:6]2[CH:7]=[CH:8][N:9]=[CH:10][C:5]=12, predict the reactants needed to synthesize it. The reactants are: Br[C:2]1[N:6]2[CH:7]=[CH:8][N:9]=[CH:10][C:5]2=[N:4][CH:3]=1.P([O-])([O-])([O-])=O.[K+].[K+].[K+].CC1(C)C(C)(C)OB([C:27]2[CH:28]=[C:29]([C:33]3[C:34]([C:39]#[N:40])=[CH:35][CH:36]=[CH:37][CH:38]=3)[CH:30]=[CH:31][CH:32]=2)O1.